This data is from Reaction yield outcomes from USPTO patents with 853,638 reactions. The task is: Predict the reaction yield, written as a fraction of the theoretical maximum amount of product (1.0 means a 100% yield; for example, 0.34 means a 34% yield). (1) The reactants are [Cl:1][C:2]1[C:3]([O:12][C:13]2[CH:18]=[C:17]([OH:19])[CH:16]=[CH:15][C:14]=2/[CH:20]=[CH:21]/[C:22]([O:24][CH2:25][CH3:26])=[O:23])=[N:4][CH:5]=[C:6]([C:8]([F:11])([F:10])[F:9])[CH:7]=1.C(P(CCCC)CCCC)CCC.[CH:40]1([O:43][CH2:44][CH2:45]O)[CH2:42][CH2:41]1.N(C(N1CCCCC1)=O)=NC(N1CCCCC1)=O. The catalyst is O1CCCC1. The product is [Cl:1][C:2]1[C:3]([O:12][C:13]2[CH:18]=[C:17]([O:19][CH2:45][CH2:44][O:43][CH:40]3[CH2:42][CH2:41]3)[CH:16]=[CH:15][C:14]=2/[CH:20]=[CH:21]/[C:22]([O:24][CH2:25][CH3:26])=[O:23])=[N:4][CH:5]=[C:6]([C:8]([F:9])([F:11])[F:10])[CH:7]=1. The yield is 0.720. (2) The product is [Cl:1][C:2]1[CH:3]=[CH:4][C:5]([CH2:8][O:9][C:10]2[CH:15]=[CH:14][N:13]([C:16]3[CH:17]=[N:18][C:19]([N:28]4[CH2:29][CH2:30][CH2:31][CH:26]([N:25]([CH3:32])[CH3:24])[CH2:27]4)=[CH:20][CH:21]=3)[C:12](=[O:23])[CH:11]=2)=[N:6][CH:7]=1. The catalyst is CN(C=O)C. The reactants are [Cl:1][C:2]1[CH:3]=[CH:4][C:5]([CH2:8][O:9][C:10]2[CH:15]=[CH:14][N:13]([C:16]3[CH:17]=[N:18][C:19](F)=[CH:20][CH:21]=3)[C:12](=[O:23])[CH:11]=2)=[N:6][CH:7]=1.[CH3:24][N:25]([CH3:32])[CH:26]1[CH2:31][CH2:30][CH2:29][NH:28][CH2:27]1.C([O-])([O-])=O.[K+].[K+]. The yield is 0.0400. (3) The reactants are [Br:1][C:2]1[CH:3]=[C:4]2[C:9](=[CH:10][CH:11]=1)[CH2:8][C:7](=O)[CH2:6][CH2:5]2.[CH2:13]([NH2:16])[C:14]#[CH:15]. No catalyst specified. The product is [Br:1][C:2]1[CH:11]=[CH:10][C:9]2[C:8]3[CH:15]=[CH:14][CH:13]=[N:16][C:7]=3[CH2:6][CH2:5][C:4]=2[CH:3]=1. The yield is 0.690. (4) The reactants are [H-].[Al+3].[Li+].[H-].[H-].[H-].C[C:8]1[C:13]([C:14]([O-])=[O:15])=[C:12](C)[C:11]([C:18]([O-])=[O:19])=[C:10](C)[C:9]=1[C:22]([O-])=[O:23].O.[OH-].[Na+]. The catalyst is C1COCC1. The product is [OH:15][CH2:14][C:13]1[CH:12]=[C:11]([CH2:18][OH:19])[CH:10]=[C:9]([CH2:22][OH:23])[CH:8]=1. The yield is 0.940. (5) The reactants are C([O:8][CH2:9][C:10]1[O:11][C:12]2[C:21]3[CH:20]([CH2:22][CH2:23][NH:24][C:25](=[O:27])[CH3:26])[CH2:19][CH2:18][C:17]=3[CH:16]=[CH:15][C:13]=2[N:14]=1)C1C=CC=CC=1. The catalyst is CO.[C].[Pd]. The product is [OH:8][CH2:9][C:10]1[O:11][C:12]2[C:21]3[CH:20]([CH2:22][CH2:23][NH:24][C:25](=[O:27])[CH3:26])[CH2:19][CH2:18][C:17]=3[CH:16]=[CH:15][C:13]=2[N:14]=1. The yield is 0.530. (6) The reactants are [N:1]12[CH2:8][CH2:7][C:4]([C:9]([C:17]3[CH:22]=[CH:21][CH:20]=[CH:19][CH:18]=3)([C:11]3[CH:16]=[CH:15][CH:14]=[CH:13][CH:12]=3)[OH:10])([CH2:5][CH2:6]1)[CH2:3][CH2:2]2.[Br:23][CH2:24][CH2:25][O:26][CH2:27][C:28]1[CH:33]=[CH:32][C:31]([Cl:34])=[CH:30][CH:29]=1. The product is [Br-:23].[Cl:34][C:31]1[CH:30]=[CH:29][C:28]([CH2:27][O:26][CH2:25][CH2:24][N+:1]23[CH2:6][CH2:5][C:4]([C:9]([OH:10])([C:17]4[CH:22]=[CH:21][CH:20]=[CH:19][CH:18]=4)[C:11]4[CH:12]=[CH:13][CH:14]=[CH:15][CH:16]=4)([CH2:3][CH2:2]2)[CH2:7][CH2:8]3)=[CH:33][CH:32]=1. The yield is 0.320. The catalyst is CC#N.C(Cl)(Cl)Cl. (7) The reactants are [CH:1]12[CH2:7][CH:4]([CH:5]=[CH:6]1)[CH:3]([C:8]([O:10][CH2:11][CH3:12])=[O:9])[NH:2]2.[CH:13]1[CH:18]=[CH:17][C:16]([CH2:19][O:20][C:21](Cl)=[O:22])=[CH:15][CH:14]=1. The catalyst is ClCCl. The product is [CH:1]12[CH2:7][CH:4]([CH:5]=[CH:6]1)[CH:3]([C:8]([O:10][CH2:11][CH3:12])=[O:9])[N:2]2[C:21]([O:20][CH2:19][C:16]1[CH:17]=[CH:18][CH:13]=[CH:14][CH:15]=1)=[O:22]. The yield is 0.200. (8) The reactants are [C:1]([N:4]([C:12]1[N:13]=[C:14]2[CH:19]=[CH:18][C:17](I)=[CH:16][N:15]2[CH:21]=1)[C:5](=[O:11])[O:6][C:7]([CH3:10])([CH3:9])[CH3:8])(=[O:3])[CH3:2].[B:22]1([B:22]2[O:26][C:25]([CH3:28])([CH3:27])[C:24]([CH3:30])([CH3:29])[O:23]2)[O:26][C:25]([CH3:28])([CH3:27])[C:24]([CH3:30])([CH3:29])[O:23]1.C([O-])(=O)C.[K+].C1(P(C2CCCCC2)C2CCCCC2)CCCCC1. The catalyst is CCOC(C)=O.O1CCOCC1. The product is [C:1]([N:4]([C:12]1[N:13]=[C:14]2[CH:19]=[CH:18][C:17]([B:22]3[O:26][C:25]([CH3:28])([CH3:27])[C:24]([CH3:30])([CH3:29])[O:23]3)=[CH:16][N:15]2[CH:21]=1)[C:5](=[O:11])[O:6][C:7]([CH3:10])([CH3:9])[CH3:8])(=[O:3])[CH3:2]. The yield is 0.730. (9) The reactants are [F:1][CH2:2][CH2:3][CH2:4][CH2:5][N:6]1[C:14]2[C:9](=[N:10][CH:11]=[CH:12][CH:13]=2)[N:8]=[C:7]1[CH2:15]O.[CH:17]1([N:20]2[C:28]3[CH:27]=[CH:26][N:25]=[CH:24][C:23]=3[NH:22][C:21]2=[O:29])[CH2:19][CH2:18]1.C1(P(C2C=CC=CC=2)C2C=CC=CC=2)C=CC=CC=1.N(/C(OC(C)C)=O)=N\C(OC(C)C)=O. The catalyst is C1COCC1. The product is [CH:17]1([N:20]2[C:28]3[CH:27]=[CH:26][N:25]=[CH:24][C:23]=3[N:22]([CH2:15][C:7]3[N:6]([CH2:5][CH2:4][CH2:3][CH2:2][F:1])[C:14]4[C:9]([N:8]=3)=[N:10][CH:11]=[CH:12][CH:13]=4)[C:21]2=[O:29])[CH2:19][CH2:18]1. The yield is 0.630.